This data is from Full USPTO retrosynthesis dataset with 1.9M reactions from patents (1976-2016). The task is: Predict the reactants needed to synthesize the given product. (1) Given the product [Cl:1][C:2]1[CH:3]=[C:4]([N:10]2[CH2:15][CH2:14][O:13][CH2:12][CH2:11]2)[CH:5]=[C:6]([Cl:8])[CH:7]=1, predict the reactants needed to synthesize it. The reactants are: [Cl:1][C:2]1[CH:3]=[C:4](I)[CH:5]=[C:6]([Cl:8])[CH:7]=1.[NH:10]1[CH2:15][CH2:14][O:13][CH2:12][CH2:11]1.C1C=CC(P(C2C=CC3C(=CC=CC=3)C=2C2C3C(=CC=CC=3)C=CC=2P(C2C=CC=CC=2)C2C=CC=CC=2)C2C=CC=CC=2)=CC=1.CC(C)([O-])C.[Na+]. (2) Given the product [Cl:1][C:2]1[CH:20]=[N:19][CH:18]=[C:17]([Cl:21])[C:3]=1[C:4]([NH:6][CH2:7][C:8]1[CH:9]=[CH:10][C:11]([CH2:14][CH:15]=[O:16])=[CH:12][CH:13]=1)=[O:5], predict the reactants needed to synthesize it. The reactants are: [Cl:1][C:2]1[CH:20]=[N:19][CH:18]=[C:17]([Cl:21])[C:3]=1[C:4]([NH:6][CH2:7][C:8]1[CH:13]=[CH:12][C:11]([CH2:14][CH2:15][OH:16])=[CH:10][CH:9]=1)=[O:5].CC(OI1(OC(C)=O)(OC(C)=O)OC(=O)C2C=CC=CC1=2)=O. (3) Given the product [C:1]([O:5][C:6]([N:8]([CH3:42])[C:9]1[N:14]=[C:13]([CH2:15][CH2:16][O:17][C:18]2[CH:40]=[CH:39][C:21]([CH2:22][C@@H:23]([C:35]([O:37][CH3:38])=[O:36])[NH:24][C:25](=[O:34])[C:26]3[C:31]([Cl:32])=[CH:30][CH:29]=[CH:28][C:27]=3[Cl:33])=[CH:20][C:19]=2[CH3:43])[CH:12]=[CH:11][CH:10]=1)=[O:7])([CH3:4])([CH3:3])[CH3:2], predict the reactants needed to synthesize it. The reactants are: [C:1]([O:5][C:6]([N:8]([CH3:42])[C:9]1[N:14]=[C:13]([CH2:15][CH2:16][O:17][C:18]2[CH:40]=[CH:39][C:21]([CH2:22][C@@H:23]([C:35]([O:37][CH3:38])=[O:36])[NH:24][C:25](=[O:34])[C:26]3[C:31]([Cl:32])=[CH:30][CH:29]=[CH:28][C:27]=3[Cl:33])=[CH:20][C:19]=2I)[CH:12]=[CH:11][CH:10]=1)=[O:7])([CH3:4])([CH3:3])[CH3:2].[CH3:43]B1OB(C)OB(C)O1.C(Cl)Cl.C(=O)([O-])[O-].[Cs+].[Cs+]. (4) Given the product [Br:1][C:2]1[CH:3]=[CH:4][C:5]([OH:20])=[C:6]([CH2:8][C:9]2[S:10][CH:11]=[C:12]([CH2:14][C:15]([O:17][CH2:18][CH3:19])=[O:16])[N:13]=2)[CH:7]=1, predict the reactants needed to synthesize it. The reactants are: [Br:1][C:2]1[CH:3]=[CH:4][C:5]([O:20]C)=[C:6]([CH2:8][C:9]2[S:10][CH:11]=[C:12]([CH2:14][C:15]([O:17][CH2:18][CH3:19])=[O:16])[N:13]=2)[CH:7]=1.ClC1C=CC(O)=C(CC2SC=C(CC(OCC)=O)N=2)C=1. (5) Given the product [CH3:1][C:2]1[CH:7]=[CH:6][C:5]([S:8]([O:11][CH2:12][CH:13]2[O:17][C:16](=[O:18])[N:15]([CH2:19][C:20]3[CH:25]=[CH:24][C:23]([CH3:28])=[CH:22][CH:21]=3)[CH2:14]2)(=[O:10])=[O:9])=[CH:4][CH:3]=1, predict the reactants needed to synthesize it. The reactants are: [CH3:1][C:2]1[CH:7]=[CH:6][C:5]([S:8]([O:11][CH2:12][CH:13]2[O:17][C:16](=[O:18])[N:15]([CH2:19][C:20]3[CH:25]=[CH:24][C:23](F)=[CH:22][CH:21]=3)[CH2:14]2)(=[O:10])=[O:9])=[CH:4][CH:3]=1.O[CH2:28]C1OC(=O)N(CC2C=CC(C)=CC=2)C1.FC1C=CC(CN2CC(CO)OC2=O)=CC=1. (6) Given the product [CH2:53]([O:60][C:61]([C:63]1[CH:64]=[C:65]([CH:92]=[CH:93][C:94]=1[NH:95][C:96](=[O:101])[C:97]([F:100])([F:99])[F:98])[C:66]([C:68]1[N:76]2[C:71]([CH:72]=[CH:73][CH:74]=[CH:75]2)=[C:70]([NH:77][C:78]([C:80]2[CH:81]=[C:82]([CH:88]=[CH:89][CH:90]=2)[O:83][CH2:84][C:85]([NH:1][CH2:2][C:3]([NH:5][CH2:6][CH2:7][O:8][C:9]2[CH:10]=[C:11]([CH:50]=[CH:51][CH:52]=2)[C:12]([NH:14][C:15]2[C:16]([CH3:49])=[C:17]([C:24]([C:26]3[CH:27]=[CH:28][C:29]([NH:42][C:43](=[O:48])[C:44]([F:45])([F:46])[F:47])=[C:30]([CH:41]=3)[C:31]([O:33][CH2:34][C:35]3[CH:36]=[CH:37][CH:38]=[CH:39][CH:40]=3)=[O:32])=[O:25])[N:18]3[C:23]=2[CH:22]=[CH:21][CH:20]=[CH:19]3)=[O:13])=[O:4])=[O:86])=[O:79])[C:69]=1[CH3:91])=[O:67])=[O:62])[C:54]1[CH:55]=[CH:56][CH:57]=[CH:58][CH:59]=1, predict the reactants needed to synthesize it. The reactants are: [NH2:1][CH2:2][C:3]([NH:5][CH2:6][CH2:7][O:8][C:9]1[CH:10]=[C:11]([CH:50]=[CH:51][CH:52]=1)[C:12]([NH:14][C:15]1[C:16]([CH3:49])=[C:17]([C:24]([C:26]2[CH:27]=[CH:28][C:29]([NH:42][C:43](=[O:48])[C:44]([F:47])([F:46])[F:45])=[C:30]([CH:41]=2)[C:31]([O:33][CH2:34][C:35]2[CH:40]=[CH:39][CH:38]=[CH:37][CH:36]=2)=[O:32])=[O:25])[N:18]2[C:23]=1[CH:22]=[CH:21][CH:20]=[CH:19]2)=[O:13])=[O:4].[CH2:53]([O:60][C:61]([C:63]1[CH:64]=[C:65]([CH:92]=[CH:93][C:94]=1[NH:95][C:96](=[O:101])[C:97]([F:100])([F:99])[F:98])[C:66]([C:68]1[N:76]2[C:71]([CH:72]=[CH:73][CH:74]=[CH:75]2)=[C:70]([NH:77][C:78]([C:80]2[CH:81]=[C:82]([CH:88]=[CH:89][CH:90]=2)[O:83][CH2:84][C:85](O)=[O:86])=[O:79])[C:69]=1[CH3:91])=[O:67])=[O:62])[C:54]1[CH:59]=[CH:58][CH:57]=[CH:56][CH:55]=1. (7) Given the product [NH2:24][CH2:23][C:19]1[C:20]([CH3:22])=[CH:21][C:16]([N:8]([C:6]([O:5][C:1]([CH3:4])([CH3:3])[CH3:2])=[O:7])[C:9](=[O:15])[O:10][C:11]([CH3:14])([CH3:13])[CH3:12])=[N:17][C:18]=1[CH3:25], predict the reactants needed to synthesize it. The reactants are: [C:1]([O:5][C:6]([N:8]([C:16]1[CH:21]=[C:20]([CH3:22])[C:19]([C:23]#[N:24])=[C:18]([CH3:25])[N:17]=1)[C:9](=[O:15])[O:10][C:11]([CH3:14])([CH3:13])[CH3:12])=[O:7])([CH3:4])([CH3:3])[CH3:2].